Predict the reactants needed to synthesize the given product. From a dataset of Full USPTO retrosynthesis dataset with 1.9M reactions from patents (1976-2016). Given the product [Br:18][C:14]1[CH:13]=[C:12]([C:10]([S:7]([NH2:6])(=[O:8])=[O:9])([C:34]([OH:33])([CH3:35])[CH3:27])[CH3:11])[CH:17]=[CH:16][CH:15]=1, predict the reactants needed to synthesize it. The reactants are: COC1C=C(OC)C=CC=1C[NH:6][S:7]([CH:10]([C:12]1[CH:17]=[CH:16][CH:15]=[C:14]([Br:18])[CH:13]=1)[CH3:11])(=[O:9])=[O:8].C[Li].[CH3:27]C(C)=O.C([O:33][CH2:34][CH3:35])C.